This data is from Experimentally validated miRNA-target interactions with 360,000+ pairs, plus equal number of negative samples. The task is: Binary Classification. Given a miRNA mature sequence and a target amino acid sequence, predict their likelihood of interaction. (1) The miRNA is hsa-miR-548n with sequence CAAAAGUAAUUGUGGAUUUUGU. The protein sequence of the target gene is MGAMGAAEPLHSVLWVKRRRCAVSLEPARALLRWWRSPEPGPSAPGADARSVLVSEIIAVEEKDDCEKHASSGRWHKMENPFAFTVHRVKRVRHHRWKWARVTFWSADEQLCHLWLQTLRGLLESLTSRPKHLLVFINPFGGKGQGKRIYEKTVAPLFTLASITTEIIITEHANQAKETLYEINTDSYDGIVCVGGDGMFSEVLHGVIGRTQQSAGIDPNHPRAVLVPSTLRIGIIPAGSTDCVCYSTVGTNDAETSALHIIIGDSLAIDVSSVHYHNTLLRYSVSLLGYGFYGDLIKDS.... Result: 0 (no interaction). (2) The miRNA is hsa-miR-4472 with sequence GGUGGGGGGUGUUGUUUU. The protein sequence of the target gene is MAAAAYEHLKLHITPEKFYVEACDDGADDVLIIDRVSTEVTLAVKKDVPPSAVTRPIFGILGTIHLVAGNYLVVITKKMKVGECFNHAVWRATDFDVLSYKKTMLHLTDIQLQDNKTFLAMLNHVLSMDGFYFSTTYDLTHTLQRLSNTSPEFQEMSLLERADQRFVWNGHLLRELSAQPEVHRFALPVLHGFITMHSCSINGKYFDWILISRRSCFRAGVRYYVRGIDSEGHAANFVETEQIVHYSGNRASFVQTRGSIPIFWSQRPNLKYKPHPQISKVANHMDGFQRHFDSQVIIYG.... Result: 0 (no interaction). (3) The protein sequence of the target gene is MALRRLLLLLLLSLESLDLLPSVHGARGRAANRTLSAGGAAVGGRRAGGALARGGRELNGTARAPGIPEAGSRRGQPAAAVAAAASAAVTYETCWGYYDVSGQYDKEFECNNSESGYLYCCGTCYYRFCCKKRHEKLDQRQCTNYQSPVWVQTPSTKVVSPGPENKYDPEKDKTNFTVYITCGVIAFVIVAGVFAKVSYDKAHRPPREMNIHRALADILRQQGPIPIAHCERETISAIDTSPKENTPVRSSSKNHYTPVRTAKQTPEKPRMNNILTSATEPYDLSFSRSFQNLAHLPPSY.... The miRNA is hsa-miR-6134 with sequence UGAGGUGGUAGGAUGUAGA. Result: 1 (interaction). (4) The miRNA is hsa-miR-633 with sequence CUAAUAGUAUCUACCACAAUAAA. The protein sequence of the target gene is MFPVLPQSVQAPLIWPQRESMEVSLHSTFRLTCRGQTELSWNGPVFIDDQTNSVKKGLFISTVTISNATAVHTGEYVCSSEPFNSTESTIYIYVPDPQTPFVPSMTPFENHVLTSYDEMEIPCRVTDPSASVSLIHMGTDQVMPSAYDSKRGFIGLFGAGTYVCRALIHGQNHDSIEYIVHGWTGGSDLRVELRAVKRTLLVGETITVDCVAKGSEVLEDHWKYPGKLANRGPKTVKENKLNLEIYYTLTVTNASPKDSGIYACSITDIMSNESQTKELTITVYDHEFVHINPLIGPVET.... Result: 0 (no interaction).